From a dataset of Forward reaction prediction with 1.9M reactions from USPTO patents (1976-2016). Predict the product of the given reaction. (1) Given the reactants N#N.Br[C:4]1[CH:9]=[CH:8][C:7]([O:10][CH3:11])=[C:6]([N+:12]([O-:14])=[O:13])[CH:5]=1.CC1(C)C2C(=C(P(C3C=CC=CC=3)C3C=CC=CC=3)C=CC=2)OC2C(P(C3C=CC=CC=3)C3C=CC=CC=3)=CC=CC1=2.C([O-])([O-])=O.[Cs+].[Cs+].[CH:63]([N:66]1[CH2:71][CH2:70][NH:69][CH2:68][CH2:67]1)([CH3:65])[CH3:64], predict the reaction product. The product is: [CH3:64][CH:63]([N:66]1[CH2:71][CH2:70][N:69]([C:4]2[CH:9]=[CH:8][C:7]([O:10][CH3:11])=[C:6]([N+:12]([O-:14])=[O:13])[CH:5]=2)[CH2:68][CH2:67]1)[CH3:65]. (2) Given the reactants [CH3:1][C:2]1[CH:7]=[CH:6][C:5]([S:8](OCCC2CC(C)(C)C(=O)O2)(=[O:10])=[O:9])=[CH:4][CH:3]=1.[OH:22][CH2:23][CH2:24][CH:25]1[O:29][C:28](=[O:30])[C:27]([C:37]2[CH:42]=[CH:41][CH:40]=[CH:39][CH:38]=2)([C:31]2[CH:36]=[CH:35][CH:34]=[CH:33][CH:32]=2)[CH2:26]1.OCCC1OC(=O)C(C)(C)C1, predict the reaction product. The product is: [CH3:1][C:2]1[CH:7]=[CH:6][C:5]([S:8]([O:22][CH2:23][CH2:24][CH:25]2[CH2:26][C:27]([C:37]3[CH:42]=[CH:41][CH:40]=[CH:39][CH:38]=3)([C:31]3[CH:36]=[CH:35][CH:34]=[CH:33][CH:32]=3)[C:28](=[O:30])[O:29]2)(=[O:10])=[O:9])=[CH:4][CH:3]=1. (3) Given the reactants [Cl:1][C:2]1[C:7]([F:8])=[CH:6][CH:5]=[C:4]([Cl:9])[C:3]=1[C@H:10]([O:12][C:13]1[C:14]2[O:22][CH:21]=[C:20]([C:23]3[CH2:24][CH2:25][NH:26][CH2:27][CH:28]=3)[C:15]=2[CH:16]=[N:17][C:18]=1[NH2:19])[CH3:11].[Cl:29][C:30]1[CH:35]=[CH:34][CH:33]=[CH:32][C:31]=1[N:36]=[C:37]=[O:38].CCN(C(C)C)C(C)C, predict the reaction product. The product is: [NH2:19][C:18]1[N:17]=[CH:16][C:15]2[C:20]([C:23]3[CH2:24][CH2:25][N:26]([C:37]([NH:36][C:31]4[CH:32]=[CH:33][CH:34]=[CH:35][C:30]=4[Cl:29])=[O:38])[CH2:27][CH:28]=3)=[CH:21][O:22][C:14]=2[C:13]=1[O:12][C@@H:10]([C:3]1[C:4]([Cl:9])=[CH:5][CH:6]=[C:7]([F:8])[C:2]=1[Cl:1])[CH3:11]. (4) Given the reactants [Cl:1][C:2]1[CH:10]=[CH:9][CH:8]=[C:7]([CH2:11][CH3:12])[C:3]=1[C:4]([OH:6])=[O:5].BrBr.S([O-])([O-])(=O)=S.[Na+].[Na+], predict the reaction product. The product is: [Cl:1][C:2]1[CH:10]=[CH:9][CH:8]=[C:7]2[C:3]=1[C:4](=[O:6])[O:5][CH:11]2[CH3:12]. (5) Given the reactants [OH:1][CH:2]1[CH:7]2[CH2:8][CH2:9][N:4]([CH2:5][CH2:6]2)[CH2:3]1.[Br:10][C:11]1[CH:16]=[CH:15][C:14](I)=[CH:13][CH:12]=1, predict the reaction product. The product is: [Br:10][C:11]1[CH:16]=[CH:15][C:14]([O:1][CH:2]2[CH:7]3[CH2:8][CH2:9][N:4]([CH2:5][CH2:6]3)[CH2:3]2)=[CH:13][CH:12]=1. (6) Given the reactants [Cl:1][C:2]1[CH:9]=[CH:8][C:5]([CH:6]=[O:7])=[CH:4][C:3]=1[N+:10]([O-])=O.[Cl-].[NH4+], predict the reaction product. The product is: [NH2:10][C:3]1[CH:4]=[C:5]([CH:8]=[CH:9][C:2]=1[Cl:1])[CH:6]=[O:7]. (7) Given the reactants C([O:4][C@@H:5]1[C@@H:10]([O:11]C(=O)C)[C@H:9]([O:15]C(=O)C)[C@@H:8]([CH2:19][O:20]C(=O)C)[O:7][C@H:6]1[O:24][C:25]1[C:29]([CH2:30][C:31]2[CH:36]=[CH:35][C:34]([O:37][CH2:38][CH2:39][C:40](=[O:48])[NH:41][C:42]([C:45](O)=[O:46])([CH3:44])[CH3:43])=[CH:33][C:32]=2[CH3:49])=[C:28]([CH:50]([CH3:52])[CH3:51])[NH:27][N:26]=1)(=O)C.[OH:53][CH2:54][CH2:55][N:56]1[CH2:61][CH2:60][NH:59][CH2:58][CH2:57]1.NC(C)(C)C(N)=O, predict the reaction product. The product is: [C@@H:6]1([O:24][C:25]2[C:29]([CH2:30][C:31]3[CH:36]=[CH:35][C:34]([O:37][CH2:38][CH2:39][C:40](=[O:48])[NH:41][C:42]([C:45]([N:59]4[CH2:60][CH2:61][N:56]([CH2:55][CH2:54][OH:53])[CH2:57][CH2:58]4)=[O:46])([CH3:44])[CH3:43])=[CH:33][C:32]=3[CH3:49])=[C:28]([CH:50]([CH3:52])[CH3:51])[NH:27][N:26]=2)[O:7][C@H:8]([CH2:19][OH:20])[C@@H:9]([OH:15])[C@H:10]([OH:11])[C@H:5]1[OH:4]. (8) Given the reactants [Cl:1][C:2]1[CH:3]=[C:4]([CH2:9][NH2:10])[CH:5]=[C:6]([Cl:8])[CH:7]=1.Br[CH2:12][CH:13]([O:16][CH3:17])[O:14][CH3:15].C([O-])([O-])=O.[K+].[K+].O, predict the reaction product. The product is: [Cl:1][C:2]1[CH:3]=[C:4]([CH2:9][NH:10][CH2:12][CH:13]([O:16][CH3:17])[O:14][CH3:15])[CH:5]=[C:6]([Cl:8])[CH:7]=1.